This data is from Peptide-MHC class I binding affinity with 185,985 pairs from IEDB/IMGT. The task is: Regression. Given a peptide amino acid sequence and an MHC pseudo amino acid sequence, predict their binding affinity value. This is MHC class I binding data. (1) The peptide sequence is EMWAQDAA. The MHC is HLA-B15:03 with pseudo-sequence HLA-B15:03. The binding affinity (normalized) is 0.208. (2) The peptide sequence is ELEASISGKY. The binding affinity (normalized) is 0.710. The MHC is HLA-A26:01 with pseudo-sequence HLA-A26:01.